The task is: Predict the product of the given reaction.. This data is from Forward reaction prediction with 1.9M reactions from USPTO patents (1976-2016). (1) Given the reactants [C:1]([N:6]1[CH2:11][CH2:10][CH:9]([N:12]([CH:24]2[CH2:29][CH2:28][CH:27](C)[CH2:26][CH2:25]2)[C:13]([NH:15][C:16]2[S:17][C:18]([S:21][C:22]#N)=[CH:19][N:20]=2)=[O:14])[CH2:8][CH2:7]1)(=[O:5])[CH2:2][CH2:3][CH3:4].SC[C@@H]([C@@H](CS)O)O.CI, predict the reaction product. The product is: [C:1]([N:6]1[CH2:7][CH2:8][CH:9]([N:12]([CH:24]2[CH2:25][CH2:26][CH2:27][CH2:28][CH2:29]2)[C:13]([NH:15][C:16]2[S:17][C:18]([S:21][CH3:22])=[CH:19][N:20]=2)=[O:14])[CH2:10][CH2:11]1)(=[O:5])[CH2:2][CH2:3][CH3:4]. (2) The product is: [Cl:1][C:2]1[CH:7]=[CH:6][CH:5]=[CH:4][C:3]=1[C:8]1[N:26]([CH2:27][C@@H:28]2[CH2:33][CH2:32][CH2:31][NH:30][CH2:29]2)[C:11]2[N:12]=[C:13]([NH:16][CH2:17][C:18]3[CH:23]=[CH:22][C:21]([F:24])=[C:20]([F:25])[CH:19]=3)[N:14]=[CH:15][C:10]=2[C:9]=1[CH3:41]. Given the reactants [Cl:1][C:2]1[CH:7]=[CH:6][CH:5]=[CH:4][C:3]=1[C:8]1[N:26]([CH2:27][C@H:28]2[CH2:33][CH2:32][CH2:31][N:30](C(OC(C)(C)C)=O)[CH2:29]2)[C:11]2[N:12]=[C:13]([NH:16][CH2:17][C:18]3[CH:23]=[CH:22][C:21]([F:24])=[C:20]([F:25])[CH:19]=3)[N:14]=[CH:15][C:10]=2[C:9]=1[CH3:41].C(O)(C(F)(F)F)=O, predict the reaction product. (3) Given the reactants Cl.FC1C=C(C=CC=1)CN1C=C(C2C3C(=NC=C(C4C=CC(C5CCNCC5)=CC=4)C=3)N(S(C3C=CC(C)=CC=3)(=O)=O)C=2)C=N1.[F:46][C:47]1[CH:48]=[C:49]([CH:93]=[CH:94][CH:95]=1)[CH2:50][N:51]1[C:55]([CH3:56])=[C:54]([C:57]2[C:65]3[C:60](=[N:61][CH:62]=[C:63]([C:66]4[CH:67]=[CH:68][C:69]([N:72]5[CH2:77][CH2:76][N:75]([CH2:78][C@@H:79]([OH:81])[CH3:80])[CH2:74][CH2:73]5)=[N:70][CH:71]=4)[CH:64]=3)[N:59](S(C3C=CC(C)=CC=3)(=O)=O)[CH:58]=2)[C:53]([CH3:92])=[N:52]1.[OH-].[Li+], predict the reaction product. The product is: [F:46][C:47]1[CH:48]=[C:49]([CH:93]=[CH:94][CH:95]=1)[CH2:50][N:51]1[C:55]([CH3:56])=[C:54]([C:57]2[C:65]3[C:60](=[N:61][CH:62]=[C:63]([C:66]4[CH:67]=[CH:68][C:69]([N:72]5[CH2:77][CH2:76][N:75]([CH2:78][C@@H:79]([OH:81])[CH3:80])[CH2:74][CH2:73]5)=[N:70][CH:71]=4)[CH:64]=3)[NH:59][CH:58]=2)[C:53]([CH3:92])=[N:52]1. (4) Given the reactants C(Cl)(=O)C(Cl)=O.[C:7]([Si:11]([CH3:20])([CH3:19])[O:12][CH2:13][C:14]([CH3:18])([CH3:17])[CH2:15][OH:16])([CH3:10])([CH3:9])[CH3:8].C(N(CC)CC)C, predict the reaction product. The product is: [C:7]([Si:11]([CH3:20])([CH3:19])[O:12][CH2:13][C:14]([CH3:18])([CH3:17])[CH:15]=[O:16])([CH3:10])([CH3:9])[CH3:8]. (5) Given the reactants [CH2:1]([O:3][C:4](=[O:20])[CH2:5][CH:6]1[CH2:11][CH2:10][N:9]([C:12]2[CH:17]=[CH:16][C:15]([Cl:18])=[CH:14][C:13]=2[NH2:19])[CH2:8][CH2:7]1)[CH3:2].[Cl:21][C:22]1[CH:23]=[C:24]([CH:28]=[CH:29][CH:30]=1)[C:25](Cl)=[O:26], predict the reaction product. The product is: [CH2:1]([O:3][C:4](=[O:20])[CH2:5][CH:6]1[CH2:11][CH2:10][N:9]([C:12]2[CH:17]=[CH:16][C:15]([Cl:18])=[CH:14][C:13]=2[NH:19][C:25](=[O:26])[C:24]2[CH:28]=[CH:29][CH:30]=[C:22]([Cl:21])[CH:23]=2)[CH2:8][CH2:7]1)[CH3:2]. (6) Given the reactants [F:1][C:2]([F:36])([F:35])[C:3]1[CH:8]=[CH:7][C:6]([C:9]2[N:10]=[C:11]([NH:14][C:15]([N:17]3[CH2:26][CH2:25][C:24]4[C:19](=[CH:20][CH:21]=[C:22]([O:27][C:28]([CH3:34])([CH3:33])[C:29]([O:31][CH3:32])=[O:30])[CH:23]=4)[CH2:18]3)=[O:16])[S:12][CH:13]=2)=[CH:5][CH:4]=1.[C:37](=O)([O-])[O-].[Cs+].[Cs+].IC, predict the reaction product. The product is: [F:36][C:2]([F:1])([F:35])[C:3]1[CH:8]=[CH:7][C:6]([C:9]2[N:10]=[C:11]([N:14]([CH3:37])[C:15]([N:17]3[CH2:26][CH2:25][C:24]4[C:19](=[CH:20][CH:21]=[C:22]([O:27][C:28]([CH3:34])([CH3:33])[C:29]([O:31][CH3:32])=[O:30])[CH:23]=4)[CH2:18]3)=[O:16])[S:12][CH:13]=2)=[CH:5][CH:4]=1. (7) Given the reactants C(OC(=O)[NH:7][CH2:8][CH2:9][N:10]([CH2:16][C:17]1[CH:22]=[CH:21][CH:20]=[CH:19][CH:18]=1)[CH2:11][CH2:12][C:13](=[O:15])[CH3:14])(C)(C)C, predict the reaction product. The product is: [NH2:7][CH2:8][CH2:9][N:10]([CH2:16][C:17]1[CH:18]=[CH:19][CH:20]=[CH:21][CH:22]=1)[CH2:11][CH2:12][C:13](=[O:15])[CH3:14]. (8) Given the reactants [Br:1][C:2]1[C:3]([C:14]2[CH:19]=[CH:18][N:17]=[C:16]([NH:20][CH3:21])[N:15]=2)=[C:4]([C:7]2[CH:12]=[CH:11][C:10]([F:13])=[CH:9][CH:8]=2)[NH:5][CH:6]=1.O([Si:30]([CH:37]([CH3:39])[CH3:38])([CH:34]([CH3:36])[CH3:35])[CH:31]([CH3:33])[CH3:32])S(C(F)(F)F)(=O)=O, predict the reaction product. The product is: [Br:1][C:2]1[C:3]([C:14]2[CH:19]=[CH:18][N:17]=[C:16]([NH:20][CH3:21])[N:15]=2)=[C:4]([C:7]2[CH:8]=[CH:9][C:10]([F:13])=[CH:11][CH:12]=2)[N:5]([Si:30]([CH:37]([CH3:39])[CH3:38])([CH:34]([CH3:36])[CH3:35])[CH:31]([CH3:33])[CH3:32])[CH:6]=1.